Predict the reaction yield, written as a fraction of the theoretical maximum amount of product (1.0 means a 100% yield; for example, 0.34 means a 34% yield). From a dataset of Reaction yield outcomes from USPTO patents with 853,638 reactions. (1) The reactants are [CH2:1]([NH:3][CH2:4][CH2:5][C:6]#[N:7])[CH3:2].[C:8](OC([O-])=O)([O:10][C:11]([CH3:14])([CH3:13])[CH3:12])=[O:9].[H-].[H-].[H-].[H-].[Li+].[Al+3]. The catalyst is C1COCC1.CCOCC. The product is [NH2:7][CH2:6][CH2:5][CH2:4][N:3]([CH2:1][CH3:2])[C:8](=[O:9])[O:10][C:11]([CH3:14])([CH3:13])[CH3:12]. The yield is 0.710. (2) The reactants are [NH2:1][C:2]1[CH:10]=[CH:9][CH:8]=[C:7]([CH3:11])[C:3]=1[C:4]([OH:6])=O.O=S(Cl)Cl.[Cl:16][C:17]1[CH:23]=[CH:22][CH:21]=[CH:20][C:18]=1[NH2:19].C(Cl)(Cl)Cl. The catalyst is C1C=CC=CC=1. The product is [NH2:1][C:2]1[CH:10]=[CH:9][CH:8]=[C:7]([CH3:11])[C:3]=1[C:4]([NH:19][C:18]1[CH:20]=[CH:21][CH:22]=[CH:23][C:17]=1[Cl:16])=[O:6]. The yield is 0.510. (3) The reactants are [O:1]=[S:2]1(=[O:15])[CH2:7][CH2:6][CH:5]([C:8]2[CH:13]=[CH:12][C:11]([NH2:14])=[CH:10][CH:9]=2)[CH2:4][CH2:3]1.[Br:16]N1C(=O)CCC1=O.CCOC(C)=O. The catalyst is C(Cl)Cl.CO.C(Cl)Cl. The yield is 0.660. The product is [Br:16][C:12]1[CH:13]=[C:8]([CH:5]2[CH2:6][CH2:7][S:2](=[O:15])(=[O:1])[CH2:3][CH2:4]2)[CH:9]=[CH:10][C:11]=1[NH2:14]. (4) The reactants are [CH3:1][C:2]1[C:3](B(O)O)=[CH:4][S:5][CH:6]=1.[CH2:10]([CH:12]([C:15]1[C:16]2[N:17]([C:22](I)=[C:23]([CH3:25])[N:24]=2)[N:18]=[C:19]([CH3:21])[CH:20]=1)[CH2:13][CH3:14])[CH3:11].C([O-])([O-])=O.[Na+].[Na+]. The catalyst is O.C1C=CC([P]([Pd]([P](C2C=CC=CC=2)(C2C=CC=CC=2)C2C=CC=CC=2)([P](C2C=CC=CC=2)(C2C=CC=CC=2)C2C=CC=CC=2)[P](C2C=CC=CC=2)(C2C=CC=CC=2)C2C=CC=CC=2)(C2C=CC=CC=2)C2C=CC=CC=2)=CC=1. The product is [CH2:10]([CH:12]([C:15]1[C:16]2[N:17]([C:22]([C:3]3[C:2]([CH3:1])=[CH:6][S:5][CH:4]=3)=[C:23]([CH3:25])[N:24]=2)[N:18]=[C:19]([CH3:21])[CH:20]=1)[CH2:13][CH3:14])[CH3:11]. The yield is 0.870. (5) The reactants are [CH3:1][C:2]1([CH3:11])[CH2:7][O:6][CH2:5][CH2:4][N:3]1[CH2:8][CH2:9]O.C(Br)(Br)(Br)[Br:13].C1C=CC(P(C2C=CC=CC=2)C2C=CC=CC=2)=CC=1. The catalyst is C1COCC1. The product is [Br:13][CH2:9][CH2:8][N:3]1[CH2:4][CH2:5][O:6][CH2:7][C:2]1([CH3:11])[CH3:1]. The yield is 0.540. (6) The reactants are [H-].[H-].[H-].[H-].[Li+].[Al+3].[C:7]([NH:10][C:11]1[S:12][CH:13]=[C:14]([CH2:16][C:17](OCC)=[O:18])[N:15]=1)(=O)[CH3:8].O.[OH-].[Na+]. The catalyst is C1COCC1. The product is [CH2:7]([NH:10][C:11]1[S:12][CH:13]=[C:14]([CH2:16][CH2:17][OH:18])[N:15]=1)[CH3:8]. The yield is 0.530.